Dataset: Reaction yield outcomes from USPTO patents with 853,638 reactions. Task: Predict the reaction yield, written as a fraction of the theoretical maximum amount of product (1.0 means a 100% yield; for example, 0.34 means a 34% yield). The reactants are C([N:8]1[CH2:17][C:16]2[NH:15][C:14]3[C:18]([Br:26])=[CH:19][CH:20]=[C:21]([C:22]([O:24][CH3:25])=[O:23])[C:13]=3[C:12](=[O:27])[C:11]=2[CH2:10][CH2:9]1)C1C=CC=CC=1.[H][H]. The catalyst is CO.[Pd]. The product is [BrH:26].[O:27]=[C:12]1[C:11]2[CH2:10][CH2:9][NH:8][CH2:17][C:16]=2[NH:15][C:14]2[CH:18]=[CH:19][CH:20]=[C:21]([C:22]([O:24][CH3:25])=[O:23])[C:13]1=2. The yield is 0.650.